This data is from Blood-brain barrier permeability classification from the B3DB database. The task is: Regression/Classification. Given a drug SMILES string, predict its absorption, distribution, metabolism, or excretion properties. Task type varies by dataset: regression for continuous measurements (e.g., permeability, clearance, half-life) or binary classification for categorical outcomes (e.g., BBB penetration, CYP inhibition). Dataset: b3db_classification. (1) The compound is CC1CC2C3CC(F)C4=CC(=O)C=CC4(C)C3(F)C(O)CC2(C)C1C(=O)COC(=O)C(C)(C)C. The result is 1 (penetrates BBB). (2) The drug is C[C@@H]1[C@H](NC(=O)/C(=N/OC(C)(C)C(=O)O)c2csc(N)n2)C(=O)N1S(=O)(=O)O. The result is 0 (does not penetrate BBB).